Dataset: Forward reaction prediction with 1.9M reactions from USPTO patents (1976-2016). Task: Predict the product of the given reaction. The product is: [Cl:1][C:2]1[CH:7]=[C:6]([Cl:8])[CH:5]=[C:4]([CH2:10][N:11]([CH3:13])[CH3:12])[C:3]=1[OH:9]. Given the reactants [Cl:1][C:2]1[CH:7]=[C:6]([Cl:8])[CH:5]=[CH:4][C:3]=1[OH:9].[CH3:10][NH:11][CH3:12].[CH2:13]=O, predict the reaction product.